Task: Regression. Given a peptide amino acid sequence and an MHC pseudo amino acid sequence, predict their binding affinity value. This is MHC class I binding data.. Dataset: Peptide-MHC class I binding affinity with 185,985 pairs from IEDB/IMGT (1) The peptide sequence is GIVSSMHYK. The MHC is HLA-A29:02 with pseudo-sequence HLA-A29:02. The binding affinity (normalized) is 0.0847. (2) The peptide sequence is QAKWRLQTL. The MHC is HLA-A66:01 with pseudo-sequence YYAMYRNNVAQTDVDTLYIRYQDYTWAEWAYRWY. The binding affinity (normalized) is 0.213. (3) The binding affinity (normalized) is 0.0847. The peptide sequence is QWSPGPGRL. The MHC is HLA-B38:01 with pseudo-sequence HLA-B38:01. (4) The peptide sequence is FIYGYLEPV. The MHC is HLA-A02:12 with pseudo-sequence HLA-A02:12. The binding affinity (normalized) is 1.00. (5) The peptide sequence is ITYTDVLRY. The MHC is HLA-A31:01 with pseudo-sequence HLA-A31:01. The binding affinity (normalized) is 0.0847. (6) The peptide sequence is AEHDPWWAV. The MHC is HLA-A02:01 with pseudo-sequence HLA-A02:01. The binding affinity (normalized) is 0.0847. (7) The peptide sequence is IRHENRMVL. The MHC is H-2-Db with pseudo-sequence H-2-Db. The binding affinity (normalized) is 0.252.